Dataset: Forward reaction prediction with 1.9M reactions from USPTO patents (1976-2016). Task: Predict the product of the given reaction. (1) Given the reactants FC(F)(F)S(O[C:7]1[CH:16]=[CH:15][C:14]2[C:13](=[O:17])[CH2:12][CH2:11][CH2:10][C:9]=2[CH:8]=1)(=O)=O.[OH:20][C:21]1[CH:22]=[C:23](OB(O)O)[CH:24]=[CH:25][CH:26]=1, predict the reaction product. The product is: [OH:20][C:21]1[CH:26]=[C:25]([C:7]2[CH:8]=[C:9]3[C:14](=[CH:15][CH:16]=2)[C:13](=[O:17])[CH2:12][CH2:11][CH2:10]3)[CH:24]=[CH:23][CH:22]=1. (2) Given the reactants C[C:2]([NH2:8])=[N+:3]([CH2:5][CH2:6][OH:7])[CH3:4].CC(N)=[N+:11](CCO)C.[O-]S([O-])(=O)=O.S(=O)(=O)(O)O.[O:27]=[P:28]12[O:39]P3([O:39][P:28]([O:29][P:28]([O:39]3)([O:29]1)=[O:27])(=[O:27])[O:29]2)=O.O, predict the reaction product. The product is: [CH3:4][N:3]([C:2]([NH2:8])=[NH:11])[CH2:5][CH2:6][O:7][P:28]([OH:39])([OH:29])=[O:27]. (3) Given the reactants [CH:1]1[N:2]=[CH:3][N:4]2[CH2:9][CH2:8][CH2:7][C:6](=[C:10]3[CH2:14][CH2:13][NH:12][C:11]3=[O:15])[C:5]=12, predict the reaction product. The product is: [CH:1]1[N:2]=[CH:3][N:4]2[CH2:9][CH2:8][CH2:7][CH:6]([CH:10]3[CH2:14][CH2:13][NH:12][C:11]3=[O:15])[C:5]=12. (4) Given the reactants [Cl:1][C:2]1[CH:3]=[C:4]([CH:25]=[CH:26][C:27]=1[O:28][CH3:29])[CH2:5][NH:6][C:7]1[C:12]([C:13]([OH:15])=O)=[CH:11][N:10]=[C:9]([N:16]2[CH2:24][C:23]3[C:18](=[N:19][CH:20]=[CH:21][CH:22]=3)[CH2:17]2)[N:8]=1.CN(C(ON1N=NC2C=CC=NC1=2)=[N+](C)C)C.F[P-](F)(F)(F)(F)F.CCN(C(C)C)C(C)C.[NH2:63][C@H:64]1[CH2:69][CH2:68][C@H:67]([OH:70])[CH2:66][CH2:65]1, predict the reaction product. The product is: [OH:70][C@H:67]1[CH2:68][CH2:69][C@H:64]([NH:63][C:13]([C:12]2[C:7]([NH:6][CH2:5][C:4]3[CH:25]=[CH:26][C:27]([O:28][CH3:29])=[C:2]([Cl:1])[CH:3]=3)=[N:8][C:9]([N:16]3[CH2:24][C:23]4[C:18](=[N:19][CH:20]=[CH:21][CH:22]=4)[CH2:17]3)=[N:10][CH:11]=2)=[O:15])[CH2:65][CH2:66]1. (5) Given the reactants [F:1][C:2]([F:15])([O:6][C:7]1[CH:8]=[C:9]([CH:12]=[CH:13][CH:14]=1)[CH:10]=[O:11])[CH:3]([F:5])[F:4].[O:16]([C:23]1[CH:24]=[C:25]([NH:29][CH2:30][CH:31](O)[C:32]([F:35])([F:34])[F:33])[CH:26]=[CH:27][CH:28]=1)[C:17]1[CH:22]=[CH:21][CH:20]=[CH:19][CH:18]=1, predict the reaction product. The product is: [O:16]([C:23]1[CH:24]=[C:25]([N:29]2[CH2:30][CH:31]([C:32]([F:33])([F:34])[F:35])[O:11][CH:10]2[C:9]2[CH:12]=[CH:13][CH:14]=[C:7]([O:6][C:2]([F:15])([F:1])[CH:3]([F:4])[F:5])[CH:8]=2)[CH:26]=[CH:27][CH:28]=1)[C:17]1[CH:18]=[CH:19][CH:20]=[CH:21][CH:22]=1. (6) Given the reactants [OH:1][C:2]1[C:11]2[C:6](=[N:7][CH:8]=[CH:9][CH:10]=2)[N:5]([CH2:12][CH2:13][CH:14]([CH3:16])[CH3:15])[C:4](=[O:17])[C:3]=1[C:18]1[NH:23][C:22]2[CH:24]=[CH:25][C:26]([NH:28][S:29]([N:32]3[CH2:36][CH2:35]OC3=O)(=[O:31])=[O:30])=[CH:27][C:21]=2[S:20](=[O:39])(=[O:38])[N:19]=1.C(N)C[C:42]1[CH:47]=[CH:46][CH:45]=[CH:44][CH:43]=1, predict the reaction product. The product is: [OH:1][C:2]1[C:11]2[C:6](=[N:7][CH:8]=[CH:9][CH:10]=2)[N:5]([CH2:12][CH2:13][CH:14]([CH3:15])[CH3:16])[C:4](=[O:17])[C:3]=1[C:18]1[NH:23][C:22]2[CH:24]=[CH:25][C:26]([NH:28][S:29]([NH:32][CH2:36][CH2:35][C:42]3[CH:47]=[CH:46][CH:45]=[CH:44][CH:43]=3)(=[O:30])=[O:31])=[CH:27][C:21]=2[S:20](=[O:39])(=[O:38])[N:19]=1.